This data is from Full USPTO retrosynthesis dataset with 1.9M reactions from patents (1976-2016). The task is: Predict the reactants needed to synthesize the given product. (1) Given the product [CH:19]([C:20]1[CH:25]=[CH:24][C:23]([CH:3]=[CH:4][CH:5]=[CH:6][C:7]([OH:9])=[O:8])=[CH:22][CH:21]=1)=[O:18], predict the reactants needed to synthesize it. The reactants are: [H-].[Na+].[CH3:3][CH:4](P(O)(O)=O)/[C:5](/C)=[C:6](\C)/[C:7]([O-:9])=[O:8].CC[O:18][CH:19](OCC)[C:20]1[CH:25]=[CH:24][C:23](C=O)=[CH:22][CH:21]=1.[OH-].[K+]. (2) Given the product [CH2:1]([C:3]1[S:28][C:6]2[N:7]([CH2:13][C:14]3[CH:19]=[CH:18][C:17]([C:20]4[C:21]([C:26]#[N:27])=[CH:22][CH:23]=[CH:24][CH:25]=4)=[CH:16][CH:15]=3)[C:8](=[O:12])[N:9]([CH2:35][CH:33]([OH:34])[C:29]([CH3:32])([CH3:31])[CH3:30])[C:10](=[O:11])[C:5]=2[CH:4]=1)[CH3:2], predict the reactants needed to synthesize it. The reactants are: [CH2:1]([C:3]1[S:28][C:6]2[N:7]([CH2:13][C:14]3[CH:19]=[CH:18][C:17]([C:20]4[C:21]([C:26]#[N:27])=[CH:22][CH:23]=[CH:24][CH:25]=4)=[CH:16][CH:15]=3)[C:8](=[O:12])[NH:9][C:10](=[O:11])[C:5]=2[CH:4]=1)[CH3:2].[C:29]([CH:33]1[CH2:35][O:34]1)([CH3:32])([CH3:31])[CH3:30].C(=O)([O-])[O-].[K+].[K+].CN(C)C=O. (3) Given the product [N+:18]([C:21]1[CH:28]=[CH:27][C:24]([CH2:25][O:1][C:2]2[CH:15]=[CH:14][C:13]3[S:12][C:11]4[C:6](=[CH:7][CH:8]=[CH:9][CH:10]=4)[NH:5][C:4]=3[CH:3]=2)=[CH:23][CH:22]=1)([O-:20])=[O:19], predict the reactants needed to synthesize it. The reactants are: [OH:1][C:2]1[CH:15]=[CH:14][C:13]2[S:12][C:11]3[C:6](=[CH:7][CH:8]=[CH:9][CH:10]=3)[NH:5][C:4]=2[CH:3]=1.[H-].[Na+].[N+:18]([C:21]1[CH:28]=[CH:27][C:24]([CH2:25]Br)=[CH:23][CH:22]=1)([O-:20])=[O:19].O. (4) The reactants are: [C:1]([O:5][C:6]([N:8]1[CH2:11][C:10]([C:13]2[CH:18]=[CH:17][C:16]([O:19]CC3C=CC=CC=3)=[CH:15][C:14]=2[O:27]CC2C=CC=CC=2)(O)[CH2:9]1)=[O:7])([CH3:4])([CH3:3])[CH3:2]. Given the product [C:1]([O:5][C:6]([N:8]1[CH2:9][CH:10]([C:13]2[CH:18]=[CH:17][C:16]([OH:19])=[CH:15][C:14]=2[OH:27])[CH2:11]1)=[O:7])([CH3:4])([CH3:2])[CH3:3], predict the reactants needed to synthesize it. (5) Given the product [C:44]1([C:47]2[CH:52]=[CH:51][CH:50]=[CH:49][CH:48]=2)[CH:45]=[CH:46][C:41]([N:11]([C:12]2[CH:13]=[C:14]([N:29]([C:30]3[C:39]4[C:34](=[CH:35][CH:36]=[CH:37][CH:38]=4)[CH:33]=[CH:32][CH:31]=3)[C:50]3[CH:51]=[CH:52][C:47]([C:44]4[CH:45]=[CH:46][CH:41]=[CH:42][CH:43]=4)=[CH:48][CH:49]=3)[CH:15]=[C:16]([N:18]([C:19]3[C:28]4[C:23](=[CH:24][CH:25]=[CH:26][CH:27]=4)[CH:22]=[CH:21][CH:20]=3)[C:1]3[CH:10]=[CH:5][C:4]([C:75]4[CH:74]=[CH:9][CH:8]=[CH:7][CH:6]=4)=[CH:3][CH:2]=3)[CH:17]=2)[C:1]2[C:10]3[C:5](=[CH:6][CH:7]=[CH:8][CH:9]=3)[CH:4]=[CH:3][CH:2]=2)=[CH:42][CH:43]=1, predict the reactants needed to synthesize it. The reactants are: [C:1]1([NH:11][C:12]2[CH:17]=[C:16]([NH:18][C:19]3[C:28]4[C:23](=[CH:24][CH:25]=[CH:26][CH:27]=4)[CH:22]=[CH:21][CH:20]=3)[CH:15]=[C:14]([NH:29][C:30]3[C:39]4[C:34](=[CH:35][CH:36]=[CH:37][CH:38]=4)[CH:33]=[CH:32][CH:31]=3)[CH:13]=2)[C:10]2[C:5](=[CH:6][CH:7]=[CH:8][CH:9]=2)[CH:4]=[CH:3][CH:2]=1.I[C:41]1[CH:46]=[CH:45][C:44]([C:47]2[CH:52]=[CH:51][CH:50]=[CH:49][CH:48]=2)=[CH:43][CH:42]=1.C(=O)([O-])[O-].[K+].[K+].C1O[CH2:75][CH2:74]OCCOCCOCCOCCOC1. (6) Given the product [NH2:5][C:6]1[C:7]2[C:15](=[O:18])[CH2:16][O:13][C:8]=2[CH:9]=[CH:10][C:11]=1[Cl:12], predict the reactants needed to synthesize it. The reactants are: [Cl-].[Al+3].[Cl-].[Cl-].[NH2:5][C:6]1[C:11]([Cl:12])=[CH:10][CH:9]=[C:8]([O:13]C)[C:7]=1[C:15](=[O:18])[CH2:16]Cl.Cl.CO.